This data is from Full USPTO retrosynthesis dataset with 1.9M reactions from patents (1976-2016). The task is: Predict the reactants needed to synthesize the given product. (1) Given the product [NH2:1][C:2]1[CH:42]=[CH:41][C:5]([C:6]([NH:8][C:9]2[CH:14]=[CH:13][CH:12]=[C:11]([NH:15][C:16]3[N:21]=[C:20]([C:22]4[C:30]5[C:25](=[CH:26][CH:27]=[CH:28][CH:29]=5)[N:24]([S:31]([C:34]5[CH:39]=[CH:38][CH:37]=[CH:36][CH:35]=5)(=[O:33])=[O:32])[CH:23]=4)[C:19]([C:78]#[N:80])=[CH:18][N:17]=3)[CH:10]=2)=[O:7])=[CH:4][CH:3]=1, predict the reactants needed to synthesize it. The reactants are: [NH2:1][C:2]1[CH:42]=[CH:41][C:5]([C:6]([NH:8][C:9]2[CH:14]=[CH:13][CH:12]=[C:11]([NH:15][C:16]3[N:21]=[C:20]([C:22]4[C:30]5[C:25](=[CH:26][CH:27]=[CH:28][CH:29]=5)[N:24]([S:31]([C:34]5[CH:39]=[CH:38][CH:37]=[CH:36][CH:35]=5)(=[O:33])=[O:32])[CH:23]=4)[C:19](Cl)=[CH:18][N:17]=3)[CH:10]=2)=[O:7])=[CH:4][CH:3]=1.CC(C1C=C(C(C)C)C(C2C=CC=CC=2P(C2CCCCC2)C2CCCCC2)=C(C(C)C)C=1)C.C[C:78]([N:80](C)C)=O. (2) Given the product [Cl:29][C:5]1[CH:6]=[CH:7][CH:8]=[C:3]([O:2][CH3:1])[C:4]=1[NH:9][C:10](=[O:15])[C:11]([CH3:12])([CH3:14])[CH3:13], predict the reactants needed to synthesize it. The reactants are: [CH3:1][O:2][C:3]1[CH:8]=[CH:7][CH:6]=[CH:5][C:4]=1[NH:9][C:10](=[O:15])[C:11]([CH3:14])([CH3:13])[CH3:12].CN(CCN(C)C)C.[Li]CCCC.[ClH:29].